Task: Predict the reactants needed to synthesize the given product.. Dataset: Full USPTO retrosynthesis dataset with 1.9M reactions from patents (1976-2016) (1) Given the product [CH3:20][NH:19][C:15]1[CH:14]=[C:13]([C:11]2[C:10]([C:21]3[CH:22]=[C:23]([NH:27][C:28]([NH:30][C:31]4[CH:36]=[CH:35][C:34]([C:37]([F:40])([F:38])[F:39])=[CH:33][CH:32]=4)=[O:29])[CH:24]=[CH:25][CH:26]=3)=[N:9][NH:8][CH:12]=2)[CH:18]=[CH:17][N:16]=1, predict the reactants needed to synthesize it. The reactants are: COC1C=CC(C[N:8]2[CH:12]=[C:11]([C:13]3[CH:18]=[CH:17][N:16]=[C:15]([NH:19][CH3:20])[CH:14]=3)[C:10]([C:21]3[CH:22]=[C:23]([NH:27][C:28]([NH:30][C:31]4[CH:36]=[CH:35][C:34]([C:37]([F:40])([F:39])[F:38])=[CH:33][CH:32]=4)=[O:29])[CH:24]=[CH:25][CH:26]=3)=[N:9]2)=CC=1.FC(F)(F)C(O)=O. (2) Given the product [NH:21]1[C:22]2[C:18](=[C:17]([CH2:16][NH:15][C:14]([C:7]3[S:6][C:5]([C:3]([OH:4])=[O:2])=[C:9]([C:10]([F:11])([F:12])[F:13])[CH:8]=3)=[O:26])[CH:25]=[CH:24][CH:23]=2)[CH:19]=[N:20]1, predict the reactants needed to synthesize it. The reactants are: C[O:2][C:3]([C:5]1[S:6][C:7]([C:14](=[O:26])[NH:15][CH2:16][C:17]2[CH:25]=[CH:24][CH:23]=[C:22]3[C:18]=2[CH:19]=[N:20][NH:21]3)=[CH:8][C:9]=1[C:10]([F:13])([F:12])[F:11])=[O:4].O.[OH-].[Li+].C1COCC1.Cl. (3) The reactants are: [F:1][C:2]1[CH:10]=[CH:9][C:5]([CH2:6][CH2:7][NH2:8])=[CH:4][CH:3]=1.Br[C:12]1[CH:20]=[CH:19][C:15]2[CH2:16][CH2:17][O:18][C:14]=2[CH:13]=1. Given the product [O:18]1[C:14]2[CH:13]=[C:12]([NH:8][CH2:7][CH2:6][C:5]3[CH:9]=[CH:10][C:2]([F:1])=[CH:3][CH:4]=3)[CH:20]=[CH:19][C:15]=2[CH2:16][CH2:17]1, predict the reactants needed to synthesize it. (4) Given the product [F:34][C:35]([F:48])([F:49])[C:36]1[CH:37]=[CH:40][C:41]([C:44]([F:45])([F:46])[F:47])=[CH:42][C:43]=1[CH2:14][N:11]1[CH2:10][CH2:9][C:8]([CH2:7][O:6][C:5]2[C:4]([CH:1]3[CH2:3][CH2:2]3)=[CH:25][C:24]([C:26]([NH:27][S:28]([CH3:31])(=[O:30])=[O:29])=[O:32])=[C:23]([F:33])[CH:22]=2)([CH3:21])[CH2:13][CH2:12]1, predict the reactants needed to synthesize it. The reactants are: [CH:1]1([C:4]2[CH:25]=[C:24]([C:26](=[O:32])[NH:27][S:28]([CH3:31])(=[O:30])=[O:29])[C:23]([F:33])=[CH:22][C:5]=2[O:6][CH2:7][C:8]2([CH3:21])[CH2:13][CH2:12][N:11]([C:14](OC(C)(C)C)=O)[CH2:10][CH2:9]2)[CH2:3][CH2:2]1.[F:34][C:35]([F:49])([F:48])[C:36]1[CH:43]=[CH:42][C:41]([C:44]([F:47])([F:46])[F:45])=[CH:40][C:37]=1C=O.